Dataset: Forward reaction prediction with 1.9M reactions from USPTO patents (1976-2016). Task: Predict the product of the given reaction. (1) Given the reactants [C:1](=[O:23])(OC1C=CC([N+]([O-])=O)=CC=1)[O:2][C:3]1[CH:8]=[CH:7][C:6]([NH:9][C:10](=[O:12])[CH3:11])=[CH:5][CH:4]=1.[NH2:24][CH2:25][CH2:26][S:27]([O-:30])(=[O:29])=[O:28].[Na+].OC1C=CC(NC(=O)C)=CC=1.O, predict the reaction product. The product is: [C:10]([NH:9][C:6]1[CH:5]=[CH:4][C:3]([O:2][C:1]([NH:24][CH2:25][CH2:26][S:27]([OH:30])(=[O:29])=[O:28])=[O:23])=[CH:8][CH:7]=1)(=[O:12])[CH3:11]. (2) Given the reactants [C:1]([N:3]([CH2:5][CH2:6][CH2:7][NH:8][C:9](=[O:15])[O:10][C:11]([CH3:14])([CH3:13])[CH3:12])[NH2:4])#[N:2].[N-:16]=[N+:17]=[N-:18].[Na+].[Cl-].[NH4+], predict the reaction product. The product is: [NH:16]1[C:1]([N:3]([CH2:5][CH2:6][CH2:7][NH:8][C:9](=[O:15])[O:10][C:11]([CH3:12])([CH3:14])[CH3:13])[NH2:4])=[N:2][N:18]=[N:17]1.